This data is from NCI-60 drug combinations with 297,098 pairs across 59 cell lines. The task is: Regression. Given two drug SMILES strings and cell line genomic features, predict the synergy score measuring deviation from expected non-interaction effect. Drug 1: CC1=C(C=C(C=C1)NC(=O)C2=CC=C(C=C2)CN3CCN(CC3)C)NC4=NC=CC(=N4)C5=CN=CC=C5. Drug 2: C1=CC=C(C(=C1)C(C2=CC=C(C=C2)Cl)C(Cl)Cl)Cl. Cell line: SK-MEL-5. Synergy scores: CSS=9.75, Synergy_ZIP=-5.76, Synergy_Bliss=-5.84, Synergy_Loewe=-5.18, Synergy_HSA=-1.85.